From a dataset of Forward reaction prediction with 1.9M reactions from USPTO patents (1976-2016). Predict the product of the given reaction. (1) Given the reactants C([O:8][CH2:9][CH2:10][N:11]1[C:15]([C:16]2[CH2:21][CH2:20][C:19]([CH3:23])([CH3:22])[CH:18]([N:24]([CH3:37])[C:25]3[CH:32]=[CH:31][C:28]([C:29]#[N:30])=[C:27]([C:33]([F:36])([F:35])[F:34])[CH:26]=3)[CH:17]=2)=[CH:14][N:13]=[CH:12]1)C1C=CC=CC=1.B(Cl)(Cl)Cl.C1COCC1, predict the reaction product. The product is: [OH:8][CH2:9][CH2:10][N:11]1[C:15]([C:16]2[CH2:21][CH2:20][C:19]([CH3:23])([CH3:22])[CH:18]([N:24]([CH3:37])[C:25]3[CH:32]=[CH:31][C:28]([C:29]#[N:30])=[C:27]([C:33]([F:36])([F:35])[F:34])[CH:26]=3)[CH:17]=2)=[CH:14][N:13]=[CH:12]1. (2) The product is: [CH3:29][O:28][C:26]1[CH:25]=[C:24]([NH:30][C:31](=[O:32])[NH:1][C:2]2[CH:3]=[CH:4][C:5]([C:8]3[C:16]4[C:11](=[N:12][CH:13]=[CH:14][CH:15]=4)[NH:10][C:9]=3[C:17]([NH2:19])=[O:18])=[CH:6][CH:7]=2)[CH:23]=[C:22]([O:21][CH3:20])[CH:27]=1. Given the reactants [NH2:1][C:2]1[CH:7]=[CH:6][C:5]([C:8]2[C:16]3[C:11](=[N:12][CH:13]=[CH:14][CH:15]=3)[NH:10][C:9]=2[C:17]([NH2:19])=[O:18])=[CH:4][CH:3]=1.[CH3:20][O:21][C:22]1[CH:23]=[C:24]([N:30]=[C:31]=[O:32])[CH:25]=[C:26]([O:28][CH3:29])[CH:27]=1, predict the reaction product.